Dataset: Full USPTO retrosynthesis dataset with 1.9M reactions from patents (1976-2016). Task: Predict the reactants needed to synthesize the given product. (1) Given the product [Cl:1][C:2]1[CH:7]=[CH:6][C:5]([CH2:8][OH:9])=[CH:4][C:3]=1[N:10]1[C:15]([CH3:16])=[CH:14][C:13]([O:17][CH2:22][C:21]2[CH:24]=[CH:25][C:26]([F:28])=[CH:27][C:20]=2[F:19])=[CH:12][C:11]1=[O:18], predict the reactants needed to synthesize it. The reactants are: [Cl:1][C:2]1[CH:7]=[CH:6][C:5]([CH2:8][OH:9])=[CH:4][C:3]=1[N:10]1[C:15]([CH3:16])=[CH:14][C:13]([OH:17])=[CH:12][C:11]1=[O:18].[F:19][C:20]1[CH:27]=[C:26]([F:28])[CH:25]=[CH:24][C:21]=1[CH2:22]Br.C([O-])([O-])=O.[K+].[K+].C([O-])(O)=O.[Na+]. (2) Given the product [Cl:24][C:25]1[C:26]([F:34])=[C:27]([CH:31]=[CH:32][CH:33]=1)[C:28]([N:11]1[CH2:10][CH2:9][N:8]([C:1]([O:3][C:4]([CH3:7])([CH3:6])[CH3:5])=[O:2])[CH2:13][CH2:12]1)=[O:29], predict the reactants needed to synthesize it. The reactants are: [C:1]([N:8]1[CH2:13][CH2:12][NH:11][CH2:10][CH2:9]1)([O:3][C:4]([CH3:7])([CH3:6])[CH3:5])=[O:2].ON1C2C=CC=CC=2N=N1.[Cl:24][C:25]1[C:26]([F:34])=[C:27]([CH:31]=[CH:32][CH:33]=1)[C:28](O)=[O:29]. (3) The reactants are: [CH:1]1([OH:6])[CH2:5][CH2:4][CH2:3][CH2:2]1.[Br:7][C:8]1[CH:13]=[CH:12][CH:11]=[C:10](Br)[N:9]=1. Given the product [Br:7][C:8]1[CH:13]=[CH:12][CH:11]=[C:10]([O:6][CH:1]2[CH2:5][CH2:4][CH2:3][CH2:2]2)[N:9]=1, predict the reactants needed to synthesize it. (4) Given the product [F:23][C:20]1[CH:19]=[CH:18][C:17]([CH:16]([C:15]2[CH:30]=[CH:31][C:12]([F:11])=[CH:13][CH:14]=2)[N:24]2[CH2:25][CH2:26][N:27]([C:2]3[NH:3][C:4]4[CH:10]=[CH:9][CH:8]=[CH:7][C:5]=4[N:6]=3)[CH2:28][CH2:29]2)=[CH:22][CH:21]=1, predict the reactants needed to synthesize it. The reactants are: Cl[C:2]1[NH:3][C:4]2[CH:10]=[CH:9][CH:8]=[CH:7][C:5]=2[N:6]=1.[F:11][C:12]1[CH:31]=[CH:30][C:15]([CH:16]([N:24]2[CH2:29][CH2:28][NH:27][CH2:26][CH2:25]2)[C:17]2[CH:22]=[CH:21][C:20]([F:23])=[CH:19][CH:18]=2)=[CH:14][CH:13]=1. (5) Given the product [F:1][C:2]1[CH:7]=[CH:6][C:5]([N:8]([CH2:9][C:10]2[CH:15]=[CH:14][C:13]([OH:16])=[CH:12][CH:11]=2)[C:18]2[CH:23]=[CH:22][C:21]([OH:28])=[CH:20][CH:19]=2)=[CH:4][CH:3]=1, predict the reactants needed to synthesize it. The reactants are: [F:1][C:2]1[CH:7]=[CH:6][C:5]([N:8]([C:18]2[CH:23]=[CH:22][CH:21]=[CH:20][C:19]=2O)[C:9](=O)[C:10]2[CH:15]=[CH:14][C:13]([OH:16])=[CH:12][CH:11]=2)=[CH:4][CH:3]=1.C1C[O:28]CC1.